Dataset: Reaction yield outcomes from USPTO patents with 853,638 reactions. Task: Predict the reaction yield, written as a fraction of the theoretical maximum amount of product (1.0 means a 100% yield; for example, 0.34 means a 34% yield). (1) The reactants are C(O)(C(F)(F)F)=O.[NH2:8][CH2:9][CH2:10][NH:11][C:12](=[O:24])[C:13]([O:16][C:17]1[CH:22]=[CH:21][C:20]([Cl:23])=[CH:19][CH:18]=1)([CH3:15])[CH3:14].[C:25](O)(=[O:47])[CH2:26][CH2:27]/[CH:28]=[CH:29]\[CH2:30]/[CH:31]=[CH:32]\[CH2:33]/[CH:34]=[CH:35]\[CH2:36]/[CH:37]=[CH:38]\[CH2:39]/[CH:40]=[CH:41]\[CH2:42]/[CH:43]=[CH:44]\[CH2:45][CH3:46].CN(C(ON1N=NC2C=CC=NC1=2)=[N+](C)C)C.F[P-](F)(F)(F)(F)F.CCN(C(C)C)C(C)C. The catalyst is CC#N.CCOC(C)=O. The product is [Cl:23][C:20]1[CH:19]=[CH:18][C:17]([O:16][C:13]([CH3:14])([CH3:15])[C:12]([NH:11][CH2:10][CH2:9][NH:8][C:25](=[O:47])[CH2:26][CH2:27]/[CH:28]=[CH:29]\[CH2:30]/[CH:31]=[CH:32]\[CH2:33]/[CH:34]=[CH:35]\[CH2:36]/[CH:37]=[CH:38]\[CH2:39]/[CH:40]=[CH:41]\[CH2:42]/[CH:43]=[CH:44]\[CH2:45][CH3:46])=[O:24])=[CH:22][CH:21]=1. The yield is 0.470. (2) The reactants are [NH:1]1[CH2:4][CH:3]([NH:5][C:6](=[O:12])[O:7][C:8]([CH3:11])([CH3:10])[CH3:9])[CH2:2]1.C(=O)([O-])[O-].[K+].[K+].[NH2:19][C:20]1[C:25]([S:26](Cl)(=[O:28])=[O:27])=[CH:24][C:23]([Br:30])=[CH:22][N:21]=1. The catalyst is O1CCOCC1.O. The product is [NH2:19][C:20]1[C:25]([S:26]([N:1]2[CH2:4][CH:3]([NH:5][C:6](=[O:12])[O:7][C:8]([CH3:9])([CH3:11])[CH3:10])[CH2:2]2)(=[O:28])=[O:27])=[CH:24][C:23]([Br:30])=[CH:22][N:21]=1. The yield is 0.800. (3) The reactants are [CH3:1][O:2][C:3]1[CH:8]=[CH:7][C:6]([C:9](=[O:15])[CH2:10][CH2:11][C:12]([OH:14])=[O:13])=[CH:5][C:4]=1[CH3:16].CO[C:19]1C=CC(C(CC=O)C(O)=O)=C[C:20]=1C.[OH-].[Na+]. The catalyst is C(O)C.OS(O)(=O)=O.O. The product is [CH2:19]([O:13][C:12](=[O:14])[CH2:11][CH2:10][C:9]([C:6]1[CH:7]=[CH:8][C:3]([O:2][CH3:1])=[C:4]([CH3:16])[CH:5]=1)=[O:15])[CH3:20]. The yield is 0.840. (4) The reactants are Br[C:2]1[CH:3]=[C:4]([C:9]2[O:10][C:11]3[CH:17]=[CH:16][CH:15]=[CH:14][C:12]=3[N:13]=2)[CH:5]=[C:6]([Br:8])[CH:7]=1.[CH2:18]([O:25][C:26](=[O:28])[NH2:27])[C:19]1[CH:24]=[CH:23][CH:22]=[CH:21][CH:20]=1.C(=O)([O-])[O-].[Cs+].[Cs+].CC1(C)C2C(=C(P(C3C=CC=CC=3)C3C=CC=CC=3)C=CC=2)OC2C(P(C3C=CC=CC=3)C3C=CC=CC=3)=CC=CC1=2. The catalyst is C1C=CC(/C=C/C(/C=C/C2C=CC=CC=2)=O)=CC=1.C1C=CC(/C=C/C(/C=C/C2C=CC=CC=2)=O)=CC=1.[Pd]. The product is [CH2:18]([O:25][C:26](=[O:28])[NH:27][C:2]1[CH:7]=[C:6]([Br:8])[CH:5]=[C:4]([C:9]2[O:10][C:11]3[CH:17]=[CH:16][CH:15]=[CH:14][C:12]=3[N:13]=2)[CH:3]=1)[C:19]1[CH:24]=[CH:23][CH:22]=[CH:21][CH:20]=1. The yield is 0.460. (5) The reactants are [CH2:1]([O:3][C:4](=[O:17])[CH2:5][NH:6][S:7]([C:10]1[CH:15]=[CH:14][C:13]([F:16])=[CH:12][CH:11]=1)(=[O:9])=[O:8])[CH3:2].[C:18](=O)([O-])[O-].[K+].[K+].IC. The yield is 0.950. The catalyst is CN(C=O)C.O. The product is [CH2:1]([O:3][C:4](=[O:17])[CH2:5][N:6]([S:7]([C:10]1[CH:15]=[CH:14][C:13]([F:16])=[CH:12][CH:11]=1)(=[O:9])=[O:8])[CH3:18])[CH3:2].